From a dataset of Reaction yield outcomes from USPTO patents with 853,638 reactions. Predict the reaction yield, written as a fraction of the theoretical maximum amount of product (1.0 means a 100% yield; for example, 0.34 means a 34% yield). (1) The yield is 0.350. The reactants are C[N:2]([C:6]1[CH:7]=[C:8]2[C:13](=[CH:14][CH:15]=1)[N:12]=[CH:11][CH:10]=[N:9]2)[C:3](=O)C.[N+:16]([O-])([O-:18])=[O:17].[K+].O.[OH-].[Na+]. The catalyst is C(Cl)Cl.S(=O)(=O)(O)O. The product is [CH3:3][NH:2][C:6]1[C:7]([N+:16]([O-:18])=[O:17])=[C:8]2[C:13](=[CH:14][CH:15]=1)[N:12]=[CH:11][CH:10]=[N:9]2. (2) The reactants are [C:1]1([C:14]2[CH:19]=[CH:18][CH:17]=[CH:16][CH:15]=2)[CH:6]=[CH:5][C:4]([O:7][CH2:8][CH2:9][CH2:10][C:11]([O-:13])=O)=[CH:3][CH:2]=1.[Li+].[OH:21][CH:22]([C:25]([F:28])([F:27])[F:26])[CH2:23][NH2:24].CCN=C=NCCCN(C)C.C1C=CC2N(O)N=NC=2C=1.CN1CCOCC1. The catalyst is CN(C=O)C. The product is [C:1]1([C:14]2[CH:19]=[CH:18][CH:17]=[CH:16][CH:15]=2)[CH:2]=[CH:3][C:4]([O:7][CH2:8][CH2:9][CH2:10][C:11]([NH:24][CH2:23][CH:22]([OH:21])[C:25]([F:28])([F:27])[F:26])=[O:13])=[CH:5][CH:6]=1. The yield is 0.550. (3) The reactants are [F:1][C:2]1[C:3]([C:9]([O:11][CH2:12][CH3:13])=[O:10])=[N:4][CH:5]=[C:6](F)[CH:7]=1.[F:14][C:15]([F:18])(O)[CH3:16].C(=O)([O-])[O-:20].[K+].[K+]. The catalyst is C(#N)C. The product is [F:14][CH:15]([F:18])[CH2:16][O:20][C:6]1[CH:7]=[C:2]([F:1])[C:3]([C:9]([O:11][CH2:12][CH3:13])=[O:10])=[N:4][CH:5]=1. The yield is 0.180. (4) The reactants are [C:1]([O:5][C:6]([N:8]1[C@@H:13]([C@@H:14]([O:40]CC2C=CC=CC=2)[C@@H:15]([N:25](CC2C=CC=CC=2)CC2C=CC=CC=2)[CH2:16][C:17]2[CH:22]=[C:21]([F:23])[CH:20]=[C:19]([F:24])[CH:18]=2)[CH2:12][O:11][C@@H:10]([CH2:48][O:49]CC2C=CC=CC=2)[CH2:9]1)=[O:7])([CH3:4])([CH3:3])[CH3:2].[H][H]. The catalyst is C(O)C.[OH-].[OH-].[Pd+2]. The product is [C:1]([O:5][C:6]([N:8]1[C@@H:13]([C@@H:14]([OH:40])[C@@H:15]([NH2:25])[CH2:16][C:17]2[CH:18]=[C:19]([F:24])[CH:20]=[C:21]([F:23])[CH:22]=2)[CH2:12][O:11][C@@H:10]([CH2:48][OH:49])[CH2:9]1)=[O:7])([CH3:3])([CH3:4])[CH3:2]. The yield is 0.883. (5) The reactants are C[O:2][C:3](=[O:34])[C@@H:4]([CH2:27][CH:28]1[CH2:33][CH2:32][CH2:31][CH2:30][CH2:29]1)[CH2:5][CH2:6][NH:7][C@@H:8]1[C@@H:17]([O:18][CH3:19])[CH2:16][C:15]2[C:10](=[CH:11][C:12]([C:20](=[O:22])[NH2:21])=[CH:13][CH:14]=2)[C:9]1([CH2:25][CH3:26])[CH2:23][CH3:24].[OH-].[Na+]. The catalyst is CO. The product is [C:20]([C:12]1[CH:11]=[C:10]2[C:15]([CH2:16][C@H:17]([O:18][CH3:19])[C@@H:8]([NH:7][CH2:6][CH2:5][C@H:4]([CH2:27][CH:28]3[CH2:29][CH2:30][CH2:31][CH2:32][CH2:33]3)[C:3]([OH:34])=[O:2])[C:9]2([CH2:23][CH3:24])[CH2:25][CH3:26])=[CH:14][CH:13]=1)(=[O:22])[NH2:21]. The yield is 0.982. (6) The reactants are O[C:2]([CH:4]([C:6]1[CH:19]=[CH:18][CH:17]=[C:8]([C:9]([C:11]2[CH:16]=[CH:15][CH:14]=[CH:13][CH:12]=2)=[O:10])[CH:7]=1)[CH3:5])=O.CC#N.[C:23]([O:27][CH3:28])(=[O:26])[CH:24]=C. The catalyst is [OH-].[Na+]. The product is [C:9]([C:8]1[CH:7]=[C:6]([CH:4]([CH3:5])[CH2:2][CH2:24][C:23]([O:27][CH3:28])=[O:26])[CH:19]=[CH:18][CH:17]=1)(=[O:10])[C:11]1[CH:16]=[CH:15][CH:14]=[CH:13][CH:12]=1. The yield is 0.320. (7) The reactants are [S:1]1[C:5]2[CH:6]=[CH:7][CH:8]=[CH:9][C:4]=2[N:3]=[C:2]1[O:10][C:11]1[CH:16]=[CH:15][C:14]([CH2:17][CH2:18][NH:19][CH2:20][CH2:21][CH2:22][N:23]2[CH2:27][CH2:26][CH2:25][C:24]2=[O:28])=[CH:13][CH:12]=1.[CH3:29][C:30]([CH3:32])=O.[BH-](OC(C)=O)(OC(C)=O)OC(C)=O.[Na+]. The catalyst is C(Cl)Cl. The product is [S:1]1[C:5]2[CH:6]=[CH:7][CH:8]=[CH:9][C:4]=2[N:3]=[C:2]1[O:10][C:11]1[CH:12]=[CH:13][C:14]([CH2:17][CH2:18][N:19]([CH:30]([CH3:32])[CH3:29])[CH2:20][CH2:21][CH2:22][N:23]2[CH2:27][CH2:26][CH2:25][C:24]2=[O:28])=[CH:15][CH:16]=1. The yield is 0.530.